Dataset: Forward reaction prediction with 1.9M reactions from USPTO patents (1976-2016). Task: Predict the product of the given reaction. Given the reactants [N:1]1([C:7]2[C:12]([C:13]([O:15][CH:16]([CH3:18])[CH3:17])=[O:14])=[CH:11][CH:10]=[CH:9][N:8]=2)[CH2:6][CH2:5][NH:4][CH2:3][CH2:2]1.[CH:19]([C:21]1[CH:22]=[C:23]2[C:28](=[CH:29][CH:30]=1)[CH2:27][N:26]([C:31]([O:33][C:34]([CH3:37])([CH3:36])[CH3:35])=[O:32])[CH2:25][CH2:24]2)=O.C(O)(=O)C.C([BH3-])#N.[Na+], predict the reaction product. The product is: [CH3:17][CH:16]([O:15][C:13]([C:12]1[C:7]([N:1]2[CH2:2][CH2:3][N:4]([CH2:19][C:21]3[CH:22]=[C:23]4[C:28](=[CH:29][CH:30]=3)[CH2:27][N:26]([C:31]([O:33][C:34]([CH3:37])([CH3:36])[CH3:35])=[O:32])[CH2:25][CH2:24]4)[CH2:5][CH2:6]2)=[N:8][CH:9]=[CH:10][CH:11]=1)=[O:14])[CH3:18].